Dataset: Reaction yield outcomes from USPTO patents with 853,638 reactions. Task: Predict the reaction yield, written as a fraction of the theoretical maximum amount of product (1.0 means a 100% yield; for example, 0.34 means a 34% yield). (1) The reactants are [C:1]([C:6]1[CH:26]=[CH:25][C:9]([O:10][CH:11]([CH2:17][CH2:18][CH2:19][CH2:20][CH2:21][CH2:22][CH2:23][CH3:24])[C:12]([O:14]CC)=[O:13])=[CH:8][CH:7]=1)(=[O:5])[CH2:2][CH2:3][CH3:4].[OH-].[Li+]. No catalyst specified. The product is [C:1]([C:6]1[CH:26]=[CH:25][C:9]([O:10][CH:11]([CH2:17][CH2:18][CH2:19][CH2:20][CH2:21][CH2:22][CH2:23][CH3:24])[C:12]([OH:14])=[O:13])=[CH:8][CH:7]=1)(=[O:5])[CH2:2][CH2:3][CH3:4]. The yield is 0.290. (2) The reactants are NCCNC1C=CC(OC2C=CC(NC(NC3C=C(C(F)(F)F)C(SCCN)=CC=3SCCN)=O)=CC=2CCCN)=CC=1C(F)(F)F.C(OC([NH:55][C:56]([NH:65][CH2:66][CH2:67][CH2:68][CH2:69][C:70]([NH:72][C:73]1[C:74]([S:146][CH2:147][CH2:148][NH:149]C(OC(C)(C)C)=O)=[C:75]([NH:83][C:84]([NH:86][C:87]2[S:88][C:89]3[CH:95]=[C:94]([NH:96][C:97]([NH:99][C:100]4[C:101]([S:135][CH2:136][CH2:137][NH:138]C(OC(C)(C)C)=O)=[C:102]([NH:110][C:111](=[O:134])[CH2:112][CH2:113][CH2:114][CH2:115][NH:116][C:117]([NH:126]C(=O)OC(C)(C)C)=[N:118]C(OC(C)(C)C)=O)[CH:103]=[C:104]([C:106]([F:109])([F:108])[F:107])[CH:105]=4)=[O:98])[CH:93]=[CH:92][C:90]=3[N:91]=2)=[O:85])[CH:76]=[C:77]([C:79]([F:82])([F:81])[F:80])[CH:78]=1)=[O:71])=[N:57]C(OC(C)(C)C)=O)=O)(C)(C)C. No catalyst specified. The product is [NH2:138][CH2:137][CH2:136][S:135][C:101]1[C:100]([NH:99][C:97](=[O:98])[NH:96][C:94]2[CH:93]=[CH:92][C:90]3[N:91]=[C:87]([NH:86][C:84](=[O:85])[NH:83][C:75]4[CH:76]=[C:77]([C:79]([F:82])([F:81])[F:80])[CH:78]=[C:73]([NH:72][C:70](=[O:71])[CH2:69][CH2:68][CH2:67][CH2:66][NH:65][C:56]([NH2:57])=[NH:55])[C:74]=4[S:146][CH2:147][CH2:148][NH2:149])[S:88][C:89]=3[CH:95]=2)=[CH:105][C:104]([C:106]([F:107])([F:108])[F:109])=[CH:103][C:102]=1[NH:110][C:111](=[O:134])[CH2:112][CH2:113][CH2:114][CH2:115][NH:116][C:117]([NH2:126])=[NH:118]. The yield is 0.910. (3) The product is [C:1]([C:3]1[CH:4]=[C:5]([CH:28]([CH3:30])[CH3:29])[C:6]2[O:10][C:9]([C:11]3[CH:12]=[CH:13][C:14]([C:15]([NH:17][CH2:18][C@H:19]4[CH2:24][CH2:23][CH2:22][N:21]([CH2:38][C:39]5[CH:44]=[CH:43][CH:42]=[C:41]([C:45]([F:46])([F:47])[F:48])[CH:40]=5)[CH2:20]4)=[O:16])=[CH:25][CH:26]=3)=[N:8][C:7]=2[CH:27]=1)#[N:2]. The reactants are [C:1]([C:3]1[CH:4]=[C:5]([CH:28]([CH3:30])[CH3:29])[C:6]2[O:10][C:9]([C:11]3[CH:26]=[CH:25][C:14]([C:15]([NH:17][CH2:18][C@H:19]4[CH2:24][CH2:23][CH2:22][NH:21][CH2:20]4)=[O:16])=[CH:13][CH:12]=3)=[N:8][C:7]=2[CH:27]=1)#[N:2].C(=O)([O-])[O-].[K+].[K+].Br[CH2:38][C:39]1[CH:44]=[CH:43][CH:42]=[C:41]([C:45]([F:48])([F:47])[F:46])[CH:40]=1. The yield is 0.710. The catalyst is CO. (4) The reactants are C([C@@H]1COC(=O)N1[C:14](=[O:40])[C@H:15]([CH3:39])[C@H:16]([C@H:25]1[CH2:29][O:28][C:27]([CH3:31])([CH3:30])[N:26]1[C:32]([O:34][C:35]([CH3:38])([CH3:37])[CH3:36])=[O:33])[O:17][Si:18]([C:21]([CH3:24])([CH3:23])[CH3:22])([CH3:20])[CH3:19])C1C=CC=CC=1.CCO.[Li+].[BH4-]. The catalyst is C1COCC1.CCOCC.[OH-].[Na+]. The product is [Si:18]([O:17][C@@H:16]([C@H:25]1[CH2:29][O:28][C:27]([CH3:31])([CH3:30])[N:26]1[C:32]([O:34][C:35]([CH3:36])([CH3:38])[CH3:37])=[O:33])[C@@H:15]([CH3:39])[CH2:14][OH:40])([C:21]([CH3:22])([CH3:23])[CH3:24])([CH3:20])[CH3:19]. The yield is 0.420. (5) The reactants are [CH2:1]([O:8][C:9]1[CH:14]=[C:13]([O:15][CH2:16][C:17]2[CH:22]=[CH:21][CH:20]=[CH:19][CH:18]=2)[CH:12]=[CH:11][C:10]=1[C:23]1[NH:27][C:26]2[CH:28]=[C:29]([C:31]([O:33][CH3:34])=[O:32])[S:30][C:25]=2[C:24]=1[CH:35]1[CH2:40][CH2:39][CH2:38][CH:37]=[CH:36]1)[C:2]1[CH:7]=[CH:6][CH:5]=[CH:4][CH:3]=1. The catalyst is CO.O1CCCC1.[OH-].[OH-].[Pd+2]. The product is [CH2:1]([O:8][C:9]1[CH:14]=[C:13]([O:15][CH2:16][C:17]2[CH:22]=[CH:21][CH:20]=[CH:19][CH:18]=2)[CH:12]=[CH:11][C:10]=1[C:23]1[NH:27][C:26]2[CH:28]=[C:29]([C:31]([O:33][CH3:34])=[O:32])[S:30][C:25]=2[C:24]=1[CH:35]1[CH2:40][CH2:39][CH2:38][CH2:37][CH2:36]1)[C:2]1[CH:7]=[CH:6][CH:5]=[CH:4][CH:3]=1. The yield is 0.820. (6) The reactants are Cl.[NH2:2][CH2:3][C:4]1[CH:13]=[CH:12][CH:11]=[C:10]2[C:5]=1[C:6](=[O:23])[N:7]([CH:15]1[CH2:20][CH2:19][C:18](=[O:21])[NH:17][C:16]1=[O:22])[C:8]([CH3:14])=[N:9]2.[C:24](Cl)(=[O:31])[C:25]1[CH:30]=[CH:29][CH:28]=[CH:27][CH:26]=1.C(N(CC)C(C)C)(C)C. The catalyst is C(#N)C. The product is [O:22]=[C:16]1[CH:15]([N:7]2[C:6](=[O:23])[C:5]3[C:10](=[CH:11][CH:12]=[CH:13][C:4]=3[CH2:3][NH:2][C:24](=[O:31])[C:25]3[CH:30]=[CH:29][CH:28]=[CH:27][CH:26]=3)[N:9]=[C:8]2[CH3:14])[CH2:20][CH2:19][C:18](=[O:21])[NH:17]1. The yield is 0.360.